Dataset: Catalyst prediction with 721,799 reactions and 888 catalyst types from USPTO. Task: Predict which catalyst facilitates the given reaction. Reactant: [CH2:1]([N:3]([CH2:6][C:7]1[S:11][C:10]([C:12]2[O:16][N:15]=[C:14]([C:17]3[CH:28]=[CH:27][C:20]([CH2:21]OS(C)(=O)=O)=[CH:19][CH:18]=3)[N:13]=2)=[CH:9][C:8]=1[CH3:29])[CH2:4][CH3:5])[CH3:2].[NH3:30]. Product: [NH2:30][CH2:21][C:20]1[CH:27]=[CH:28][C:17]([C:14]2[N:13]=[C:12]([C:10]3[S:11][C:7]([CH2:6][N:3]([CH2:4][CH3:5])[CH2:1][CH3:2])=[C:8]([CH3:29])[CH:9]=3)[O:16][N:15]=2)=[CH:18][CH:19]=1. The catalyst class is: 5.